From a dataset of Full USPTO retrosynthesis dataset with 1.9M reactions from patents (1976-2016). Predict the reactants needed to synthesize the given product. (1) Given the product [Cl:4][C:9]1[C:10]2[N:14]=[C:13]([C:15]([F:17])([F:18])[F:16])[NH:12][C:11]=2[CH:19]=[CH:20][C:8]=1[O:7][CH3:6], predict the reactants needed to synthesize it. The reactants are: S(Cl)([Cl:4])(=O)=O.[CH3:6][O:7][C:8]1[CH:20]=[CH:19][C:11]2[NH:12][C:13]([C:15]([F:18])([F:17])[F:16])=[N:14][C:10]=2[CH:9]=1.C([O-])(O)=O.[Na+]. (2) The reactants are: Cl[C:2]1[CH:3]=[C:4]2[C:9](=[CH:10][N:11]=1)[N:8]=[CH:7][C:6]([C:12]#[N:13])=[C:5]2[OH:14].C1(P(C2C=CC=CC=2)C2C=CC=CC=2)C=CC=CC=1.[CH3:34][Si:35]([C:38]#[CH:39])([CH3:37])[CH3:36]. Given the product [OH:14][C:5]1[C:4]2[C:9](=[CH:10][N:11]=[C:2]([C:39]#[C:38][Si:35]([CH3:37])([CH3:36])[CH3:34])[CH:3]=2)[N:8]=[CH:7][C:6]=1[C:12]#[N:13], predict the reactants needed to synthesize it. (3) Given the product [Cl:10][C:4]1[CH:5]=[C:6]([Cl:9])[CH:7]=[CH:8][C:3]=1[N:2]([CH3:1])[C:37]([C:24]1[S:23][C:27]2[C:28]3[CH:36]=[CH:35][CH:34]=[CH:33][C:29]=3[O:30][CH2:31][CH2:32][C:26]=2[CH:25]=1)=[O:38], predict the reactants needed to synthesize it. The reactants are: [CH3:1][NH:2][C:3]1[CH:8]=[CH:7][C:6]([Cl:9])=[CH:5][C:4]=1[Cl:10].C(N(CC)CC)C.O1CCCC1.[S:23]1[C:27]2[C:28]3[CH:36]=[CH:35][CH:34]=[CH:33][C:29]=3[O:30][CH2:31][CH2:32][C:26]=2[CH:25]=[C:24]1[C:37](Cl)=[O:38]. (4) Given the product [ClH:1].[F:34][CH:3]([F:2])[C:4]1[O:5][C:6]([C:17]2[CH:33]=[CH:32][C:20]([O:21][CH2:22][CH2:23][NH2:24])=[CH:19][CH:18]=2)=[C:7]([C:9]2[CH:10]=[CH:11][C:12]([O:15][CH3:16])=[CH:13][CH:14]=2)[N:8]=1, predict the reactants needed to synthesize it. The reactants are: [ClH:1].[F:2][CH:3]([F:34])[C:4]1[O:5][C:6]([C:17]2[CH:33]=[CH:32][C:20]([O:21][CH2:22][CH2:23][NH:24]C(=O)OC(C)(C)C)=[CH:19][CH:18]=2)=[C:7]([C:9]2[CH:14]=[CH:13][C:12]([O:15][CH3:16])=[CH:11][CH:10]=2)[N:8]=1.